Dataset: Forward reaction prediction with 1.9M reactions from USPTO patents (1976-2016). Task: Predict the product of the given reaction. Given the reactants ClC1C=CC=C(C(OO)=O)C=1.[C:12]([NH2:31])(=[O:30])[CH2:13][CH2:14][CH2:15][CH2:16][CH2:17][CH2:18][CH2:19]/C=C\CCCCCCCC.S([O-])([O-])(=O)=S.[Na+].[Na+], predict the reaction product. The product is: [C:12]([NH2:31])(=[O:30])[CH2:13][CH2:14][CH2:15][CH2:16][CH2:17][CH2:18][CH3:19].